From a dataset of Catalyst prediction with 721,799 reactions and 888 catalyst types from USPTO. Predict which catalyst facilitates the given reaction. (1) Reactant: [CH3:1][N:2]1[CH2:7][CH2:6][CH:5]([OH:8])[CH2:4][CH2:3]1.[H-].[Na+].[Br:11][C:12]1[CH:17]=[CH:16][CH:15]=[C:14]([F:18])[C:13]=1F. Product: [Br:11][C:12]1[CH:17]=[CH:16][CH:15]=[C:14]([F:18])[C:13]=1[O:8][CH:5]1[CH2:6][CH2:7][N:2]([CH3:1])[CH2:3][CH2:4]1. The catalyst class is: 3. (2) The catalyst class is: 9. Reactant: [CH3:1][C:2]([O:5][C:6]([NH:8][C@@H:9]([C:11]([OH:13])=O)[CH3:10])=[O:7])([CH3:4])[CH3:3].CCN(C(C)C)C(C)C.CN(C(ON1N=NC2C=CC=NC1=2)=[N+](C)C)C.F[P-](F)(F)(F)(F)F.[CH3:47][C:48]1[CH:53]=[CH:52][C:51]([O:54][CH3:55])=[CH:50][C:49]=1[O:56][C:57]1[CH:63]=[CH:62][C:60]([NH2:61])=[CH:59][CH:58]=1. Product: [CH3:10][C@@H:9]([NH:8][C:6](=[O:7])[O:5][C:2]([CH3:1])([CH3:3])[CH3:4])[C:11]([NH:61][C:60]1[CH:59]=[CH:58][C:57]([O:56][C:49]2[CH:50]=[C:51]([O:54][CH3:55])[CH:52]=[CH:53][C:48]=2[CH3:47])=[CH:63][CH:62]=1)=[O:13]. (3) Reactant: [C:1]1([CH3:11])[CH:6]=[CH:5][C:4]([S:7](Cl)(=[O:9])=[O:8])=[CH:3][CH:2]=1.[C:12]([O:15][C:16]1[CH:21]=[CH:20][C:19]([CH2:22][CH2:23][OH:24])=[CH:18][C:17]=1[O:25][CH3:26])(=[O:14])[CH3:13]. Product: [C:12]([O:15][C:16]1[CH:21]=[CH:20][C:19]([CH2:22][CH2:23][O:24][S:7]([C:4]2[CH:5]=[CH:6][C:1]([CH3:11])=[CH:2][CH:3]=2)(=[O:9])=[O:8])=[CH:18][C:17]=1[O:25][CH3:26])(=[O:14])[CH3:13]. The catalyst class is: 228. (4) Reactant: [C:1]([O:5][C:6]([NH:8][CH2:9][CH2:10][O:11][C:12]1[CH:17]=[CH:16][C:15]([CH2:18][CH:19]([OH:24])[C:20]([O:22][CH3:23])=[O:21])=[CH:14][CH:13]=1)=[O:7])([CH3:4])([CH3:3])[CH3:2].[F:25][C:26]1[CH:31]=[CH:30][C:29](O)=[CH:28][CH:27]=1.C1(P(C2C=CC=CC=2)C2C=CC=CC=2)C=CC=CC=1.CCOC(/N=N/C(OCC)=O)=O. Product: [C:1]([O:5][C:6]([NH:8][CH2:9][CH2:10][O:11][C:12]1[CH:13]=[CH:14][C:15]([CH2:18][CH:19]([O:24][C:29]2[CH:30]=[CH:31][C:26]([F:25])=[CH:27][CH:28]=2)[C:20]([O:22][CH3:23])=[O:21])=[CH:16][CH:17]=1)=[O:7])([CH3:3])([CH3:4])[CH3:2]. The catalyst class is: 11. (5) Reactant: C(N(CC(O)=O)CCN(CC(O)=O)CC(O)=O)CN(CC(O)=O)CC(O)=O.[CH3:28][C:29]1[C@@H:46]([O:47][C:48]([C@H:50]([OH:67])[C@@H:51]([NH:58][C:59]([C:61]2[CH:62]=[CH:63][CH:64]=[CH:65][CH:66]=2)=[O:60])[C:52]2[CH:53]=[CH:54][CH:55]=[CH:56][CH:57]=2)=[O:49])[CH2:45][C@:41]2([OH:68])[C:42]([CH3:44])([CH3:43])[C:30]=1[C@@H:31]([O:86][C:87]([CH3:89])=[O:88])[C:32]([C@@:34]1([CH3:85])[C@H:39]([C@@H:40]2[O:69][C:70]([C:72]2[CH:73]=[CH:74][CH:75]=[CH:76][CH:77]=2)=[O:71])[C@:38]2([O:80][C:81]([CH3:83])=[O:82])[CH2:78][O:79][C@@H:37]2[CH2:36][C@@H:35]1[OH:84])=[O:33].C([O-])(O)=O.[Na+].O. Product: [CH3:28][C:29]1[C@@H:46]([O:47][C:48]([C@H:50]([OH:67])[C@@H:51]([NH:58][C:59]([C:61]2[CH:66]=[CH:65][CH:64]=[CH:63][CH:62]=2)=[O:60])[C:52]2[CH:53]=[CH:54][CH:55]=[CH:56][CH:57]=2)=[O:49])[CH2:45][C@:41]2([OH:68])[C:42]([CH3:43])([CH3:44])[C:30]=1[C@@H:31]([O:86][C:87]([CH3:89])=[O:88])[C:32]([C@@:34]1([CH3:85])[C@H:39]([C@@H:40]2[O:69][C:70]([C:72]2[CH:77]=[CH:76][CH:75]=[CH:74][CH:73]=2)=[O:71])[C@:38]2([O:80][C:81]([CH3:83])=[O:82])[CH2:78][O:79][C@@H:37]2[CH2:36][C@@H:35]1[OH:84])=[O:33]. The catalyst class is: 8. (6) Reactant: [CH3:1][N:2]([CH3:16])[C:3]1[CH:8]=[CH:7][C:6]([N:9]=[N:10][C:11]2[S:12][CH:13]=[CH:14][N:15]=2)=[CH:5][CH:4]=1.[CH2:17]1[S:22](=[O:24])(=[O:23])[O:21][CH2:20][CH2:19][CH2:18]1. Product: [CH3:1][N:2]([CH3:16])[C:3]1[CH:4]=[CH:5][C:6]([N:9]=[N:10][C:11]2[S:12][CH:13]=[CH:14][N+:15]=2[CH2:20][CH2:19][CH2:18][CH2:17][S:22]([O-:24])(=[O:23])=[O:21])=[CH:7][CH:8]=1. The catalyst class is: 7.